Dataset: Catalyst prediction with 721,799 reactions and 888 catalyst types from USPTO. Task: Predict which catalyst facilitates the given reaction. (1) Reactant: OS(O)(=O)=O.[Br:6][C:7]1[CH:12]=[CH:11][CH:10]=[CH:9][C:8]=1[CH2:13][C:14]([OH:16])=[O:15].[C:17]([O-])(O)=O.[Na+]. Product: [CH3:17][O:15][C:14](=[O:16])[CH2:13][C:8]1[CH:9]=[CH:10][CH:11]=[CH:12][C:7]=1[Br:6]. The catalyst class is: 5. (2) Reactant: [F:1][C:2]1[CH:7]=[C:6]([S:8][CH3:9])[CH:5]=[C:4]([F:10])[C:3]=1[C:11]1[N:16]=[C:15]([C:17]([O:19]C)=[O:18])[CH:14]=[CH:13][C:12]=1[F:21].[OH-].[Na+].Cl. Product: [F:1][C:2]1[CH:7]=[C:6]([S:8][CH3:9])[CH:5]=[C:4]([F:10])[C:3]=1[C:11]1[N:16]=[C:15]([C:17]([OH:19])=[O:18])[CH:14]=[CH:13][C:12]=1[F:21]. The catalyst class is: 36. (3) Reactant: C([O:3][C:4](=O)[CH2:5][O:6][C:7]1[CH:15]=[CH:14][CH:13]=[C:12]2[C:8]=1[CH:9]=[C:10]([C:16]1[CH2:20][CH2:19][CH2:18][CH:17]=1)[NH:11]2)C.[Li+].[BH4-]. Product: [C:16]1([C:10]2[NH:11][C:12]3[C:8]([CH:9]=2)=[C:7]([O:6][CH2:5][CH2:4][OH:3])[CH:15]=[CH:14][CH:13]=3)[CH2:20][CH2:19][CH2:18][CH:17]=1. The catalyst class is: 1. (4) Reactant: [Br:1][C:2]1[CH:7]=[C:6]([CH2:8]O)[C:5]([F:10])=[CH:4][N:3]=1.S(Cl)([Cl:13])=O. Product: [Br:1][C:2]1[CH:7]=[C:6]([CH2:8][Cl:13])[C:5]([F:10])=[CH:4][N:3]=1. The catalyst class is: 4. (5) Reactant: [CH2:1]([C:3]1[S:4][C:5]([CH:10]2[CH2:15][CH2:14][S:13][CH2:12][CH2:11]2)=[CH:6][C:7]=1[CH:8]=[O:9])[CH3:2].[CH:16]1([Mg]Br)[CH2:21][CH2:20][CH2:19][CH2:18][CH2:17]1.O1CCCC1.[Cl-].[NH4+]. Product: [CH:16]1([CH:8]([C:7]2[CH:6]=[C:5]([CH:10]3[CH2:15][CH2:14][S:13][CH2:12][CH2:11]3)[S:4][C:3]=2[CH2:1][CH3:2])[OH:9])[CH2:21][CH2:20][CH2:19][CH2:18][CH2:17]1. The catalyst class is: 7.